This data is from Catalyst prediction with 721,799 reactions and 888 catalyst types from USPTO. The task is: Predict which catalyst facilitates the given reaction. Reactant: [N+:1]([C:4]1[CH:5]=[C:6]([NH:10][C:11]2[N:18]=[CH:17][CH:16]=[CH:15][C:12]=2[CH:13]=O)[CH:7]=[CH:8][CH:9]=1)([O-:3])=[O:2].[O:19]1[CH:23]=[CH:22][CH:21]=[C:20]1[CH2:24][CH2:25][CH2:26][CH2:27][C:28](OCC)=[O:29].[Li+].CC([N-]C(C)C)C. Product: [N+:1]([C:4]1[CH:5]=[C:6]([N:10]2[C:11]3[C:12](=[CH:15][CH:16]=[CH:17][N:18]=3)[CH:13]=[C:27]([CH2:26][CH2:25][CH2:24][C:20]3[O:19][CH:23]=[CH:22][CH:21]=3)[C:28]2=[O:29])[CH:7]=[CH:8][CH:9]=1)([O-:3])=[O:2]. The catalyst class is: 3.